Task: Regression. Given a peptide amino acid sequence and an MHC pseudo amino acid sequence, predict their binding affinity value. This is MHC class II binding data.. Dataset: Peptide-MHC class II binding affinity with 134,281 pairs from IEDB (1) The peptide sequence is EMTYKNKVVKVLRPA. The MHC is HLA-DQA10303-DQB10402 with pseudo-sequence HLA-DQA10303-DQB10402. The binding affinity (normalized) is 0.487. (2) The peptide sequence is GELQITDKIDAAFKI. The binding affinity (normalized) is 0.147. The MHC is DRB3_0202 with pseudo-sequence DRB3_0202. (3) The peptide sequence is SHHYIRVGNETGLEL. The MHC is DRB1_0802 with pseudo-sequence DRB1_0802. The binding affinity (normalized) is 0. (4) The peptide sequence is LQQHNIAHGRSQVLQQSTYQ. The MHC is DRB4_0101 with pseudo-sequence DRB4_0103. The binding affinity (normalized) is 0.421. (5) The peptide sequence is HDWILADKRPTAWFLHHHHHH. The MHC is HLA-DQA10201-DQB10301 with pseudo-sequence HLA-DQA10201-DQB10301. The binding affinity (normalized) is 0.